This data is from Reaction yield outcomes from USPTO patents with 853,638 reactions. The task is: Predict the reaction yield, written as a fraction of the theoretical maximum amount of product (1.0 means a 100% yield; for example, 0.34 means a 34% yield). (1) The yield is 0.960. The reactants are [CH3:1][C:2]1[CH:3]=[CH:4][C:5]2[NH:6][C:7]3[C:12]([C:13]=2[CH:14]=1)=[CH:11][CH:10]=[CH:9][CH:8]=3.[OH-].[Na+].[C:17]([O:21][C:22](=O)[O:23]C(C)(C)C)([CH3:20])([CH3:19])[CH3:18]. The product is [C:22]([N:6]1[C:5]2[CH:4]=[CH:3][C:2]([CH3:1])=[CH:14][C:13]=2[C:12]2[C:7]1=[CH:8][CH:9]=[CH:10][CH:11]=2)([O:21][C:17]([CH3:20])([CH3:19])[CH3:18])=[O:23]. The catalyst is C1(C)C=CC=CC=1.O.[Cl-].C([N+](CCCC)(CCCC)CC1C=CC=CC=1)CCC. (2) The reactants are [F:1][C:2]1[C:3]([NH:20][C:21]2[CH:26]=[CH:25][C:24]([I:27])=[CH:23][C:22]=2[F:28])=[C:4]([NH:10][S:11]([C:14]2([CH2:17]C=C)[CH2:16][CH2:15]2)(=[O:13])=[O:12])[C:5]([F:9])=[CH:6][C:7]=1[F:8].C[N+]1([O-])CC[O:33]CC1.CCO[C:40]([CH3:42])=[O:41]. The catalyst is C1COCC1.O.[Os](=O)(=O)(=O)=O. The product is [OH:33][CH:42]([CH2:40][OH:41])[CH2:17][C:14]1([S:11]([NH:10][C:4]2[C:5]([F:9])=[CH:6][C:7]([F:8])=[C:2]([F:1])[C:3]=2[NH:20][C:21]2[CH:26]=[CH:25][C:24]([I:27])=[CH:23][C:22]=2[F:28])(=[O:13])=[O:12])[CH2:16][CH2:15]1. The yield is 0.750. (3) The reactants are [C-:1]#[N:2].[K+].[C:4]1(=[C:8]2[C:13](=[O:14])[O:12][C:11]([CH3:16])([CH3:15])[O:10][C:9]2=[O:17])[CH2:7][CH2:6][CH2:5]1.Cl. The catalyst is CCCC[N+](CCCC)(CCCC)CCCC.[Br-].C(O)C. The product is [CH3:16][C:11]1([CH3:15])[O:12][C:13](=[O:14])[CH:8]([C:4]2([C:1]#[N:2])[CH2:5][CH2:6][CH2:7]2)[C:9](=[O:17])[O:10]1. The yield is 0.940.